This data is from Peptide-MHC class I binding affinity with 185,985 pairs from IEDB/IMGT. The task is: Regression. Given a peptide amino acid sequence and an MHC pseudo amino acid sequence, predict their binding affinity value. This is MHC class I binding data. (1) The peptide sequence is TSYLFASL. The MHC is H-2-Db with pseudo-sequence H-2-Db. The binding affinity (normalized) is 0. (2) The peptide sequence is SYLNVSDFR. The MHC is HLA-A31:01 with pseudo-sequence HLA-A31:01. The binding affinity (normalized) is 0.750. (3) The peptide sequence is VTLITGNMSF. The MHC is HLA-A24:02 with pseudo-sequence HLA-A24:02. The binding affinity (normalized) is 0.135. (4) The peptide sequence is GGKKKYKL. The MHC is HLA-B51:01 with pseudo-sequence HLA-B51:01. The binding affinity (normalized) is 0. (5) The binding affinity (normalized) is 0. The MHC is HLA-A03:01 with pseudo-sequence HLA-A03:01. The peptide sequence is TPGPGIRYPL. (6) The binding affinity (normalized) is 0.0847. The peptide sequence is QQLEADYTF. The MHC is HLA-A02:01 with pseudo-sequence HLA-A02:01. (7) The binding affinity (normalized) is 0.262. The peptide sequence is SEAAYAKKI. The MHC is HLA-B15:03 with pseudo-sequence HLA-B15:03.